From a dataset of Reaction yield outcomes from USPTO patents with 853,638 reactions. Predict the reaction yield, written as a fraction of the theoretical maximum amount of product (1.0 means a 100% yield; for example, 0.34 means a 34% yield). (1) The reactants are C(OC(=O)[N:7]([C:10]1[S:14][C:13]([C:15]2[CH:16]=[N:17][CH:18]=[CH:19][CH:20]=2)=[N:12][C:11]=1[Cl:21])[CH2:8][CH3:9])(C)(C)C.O1CCOCC1.Cl.O1CCOCC1. The catalyst is CCOCC. The product is [ClH:21].[Cl:21][C:11]1[N:12]=[C:13]([C:15]2[CH:16]=[N:17][CH:18]=[CH:19][CH:20]=2)[S:14][C:10]=1[NH:7][CH2:8][CH3:9]. The yield is 1.00. (2) The product is [CH:13]1([CH2:16][O:17][C:18]2[CH:23]=[CH:22][C:21]([S:24]([CH2:27][CH3:28])(=[O:26])=[O:25])=[CH:20][C:19]=2[C:2]2[N:7]3[CH:8]=[N:9][CH:10]=[C:6]3[C:5](=[O:11])[N:4]([CH3:12])[CH:3]=2)[CH2:14][CH2:15]1. The yield is 0.220. The reactants are Br[C:2]1[N:7]2[CH:8]=[N:9][CH:10]=[C:6]2[C:5](=[O:11])[N:4]([CH3:12])[CH:3]=1.[CH:13]1([CH2:16][O:17][C:18]2[CH:23]=[CH:22][C:21]([S:24]([CH2:27][CH3:28])(=[O:26])=[O:25])=[CH:20][C:19]=2B2OC(C)(C)C(C)(C)O2)[CH2:15][CH2:14]1.C([O-])(O)=O.[Na+]. The catalyst is O1CCOCC1.C1C=CC(P(C2C=CC=CC=2)[C-]2C=CC=C2)=CC=1.C1C=CC(P(C2C=CC=CC=2)[C-]2C=CC=C2)=CC=1.Cl[Pd]Cl.[Fe+2]. (3) The reactants are CS(O[CH2:6][CH2:7][C:8]1([CH2:12][CH2:13]OS(C)(=O)=O)[CH2:11][O:10][CH2:9]1)(=O)=O.[CH3:19][O:20][C:21]1[CH:28]=[C:27]([O:29][CH3:30])[CH:26]=[CH:25][C:22]=1[CH2:23][NH2:24].CCN(CC)CC. The catalyst is CC#N. The product is [CH3:19][O:20][C:21]1[CH:28]=[C:27]([O:29][CH3:30])[CH:26]=[CH:25][C:22]=1[CH2:23][N:24]1[CH2:6][CH2:7][C:8]2([CH2:9][O:10][CH2:11]2)[CH2:12][CH2:13]1. The yield is 0.650. (4) The reactants are [N+:1]([C:4]1[CH:14]=[CH:13][CH:12]=[C:6]2[C:7]([O:9][C:10](=[O:11])[C:5]=12)=O)([O-:3])=[O:2].[NH2:15][CH2:16][CH2:17][CH2:18][C:19]([OH:21])=[O:20]. No catalyst specified. The product is [N+:1]([C:4]1[CH:14]=[CH:13][CH:12]=[C:6]2[C:7]([N:15]([CH2:16][CH2:17][CH2:18][C:19]([OH:21])=[O:20])[C:10](=[O:11])[C:5]=12)=[O:9])([O-:3])=[O:2]. The yield is 0.790. (5) The catalyst is C1COCC1. The yield is 0.570. The product is [C:3]([C:5]1[CH:10]=[CH:9][C:8]([S:11]([N:14]([CH:15]([C:21]2[N:25]([C:26]3[CH:27]=[CH:28][CH:29]=[CH:30][CH:31]=3)[N:24]=[CH:23][CH:22]=2)[CH:16]([CH2:17][CH3:18])[CH2:19][CH3:20])[CH3:33])(=[O:13])=[O:12])=[CH:7][CH:6]=1)#[N:4]. The reactants are [H-].[Na+].[C:3]([C:5]1[CH:10]=[CH:9][C:8]([S:11]([NH:14][CH:15]([C:21]2[N:25]([C:26]3[CH:31]=[CH:30][CH:29]=[CH:28][CH:27]=3)[N:24]=[CH:23][CH:22]=2)[CH:16]([CH2:19][CH3:20])[CH2:17][CH3:18])(=[O:13])=[O:12])=[CH:7][CH:6]=1)#[N:4].I[CH3:33]. (6) The catalyst is O1CCCC1. The reactants are C([Si](C1C=CC=CC=1)(C1C=CC=CC=1)[O:6][CH:7]1[CH2:36][CH2:35][C:10]2([C:14](=[O:15])[N:13]([C:16]3[CH:21]=[CH:20][C:19]([N:22]4[CH2:27][CH2:26][CH:25]([N:28]5[CH2:32][CH2:31][CH2:30][C@@H:29]5[CH3:33])[CH2:24][CH2:23]4)=[CH:18][C:17]=3[CH3:34])[CH2:12][CH2:11]2)[CH2:9][CH2:8]1)(C)(C)C.[F-].C([N+](CCCC)(CCCC)CCCC)CCC.O. The product is [OH:6][CH:7]1[CH2:8][CH2:9][C:10]2([C:14](=[O:15])[N:13]([C:16]3[CH:21]=[CH:20][C:19]([N:22]4[CH2:23][CH2:24][CH:25]([N:28]5[CH2:32][CH2:31][CH2:30][C@@H:29]5[CH3:33])[CH2:26][CH2:27]4)=[CH:18][C:17]=3[CH3:34])[CH2:12][CH2:11]2)[CH2:35][CH2:36]1. The yield is 0.100.